Dataset: Retrosynthesis with 50K atom-mapped reactions and 10 reaction types from USPTO. Task: Predict the reactants needed to synthesize the given product. (1) The reactants are: COc1ccc(C(=O)Cl)cc1.N[C@@H](Cc1ccccc1)C(=O)N[C@@H](Cc1ccc(O)cc1)C(=O)O. Given the product COc1ccc(C(=O)N[C@@H](Cc2ccccc2)C(=O)N[C@@H](Cc2ccc(O)cc2)C(=O)O)cc1, predict the reactants needed to synthesize it. (2) Given the product COc1cc(CC#N)ccc1OCCCCCCCCCCCO, predict the reactants needed to synthesize it. The reactants are: COc1cc(CC#N)ccc1O.OCCCCCCCCCCCBr.